From a dataset of Forward reaction prediction with 1.9M reactions from USPTO patents (1976-2016). Predict the product of the given reaction. (1) Given the reactants [NH2:1][C:2]([CH3:6])([CH3:5])[CH2:3]O.N[CH2:8][CH2:9][O:10][CH2:11][CH2:12][OH:13], predict the reaction product. The product is: [C:2]([NH:1][CH2:8][CH2:9][O:10][CH2:11][CH2:12][OH:13])([CH3:6])([CH3:5])[CH3:3]. (2) Given the reactants Cl.[CH3:2][O:3][CH2:4][CH2:5][O:6][CH:7]1[CH2:16][CH2:15][C:10]2(OCC[O:11]2)[CH2:9][CH2:8]1, predict the reaction product. The product is: [CH3:2][O:3][CH2:4][CH2:5][O:6][CH:7]1[CH2:16][CH2:15][C:10](=[O:11])[CH2:9][CH2:8]1.